Task: Predict the product of the given reaction.. Dataset: Forward reaction prediction with 1.9M reactions from USPTO patents (1976-2016) (1) The product is: [Cl-:11].[NH2:10][C:8]1[N:9]=[C:3]2[C:4]([NH:5][CH:1]=[N:2]2)=[C:6]([N+:13]2([CH3:12])[CH2:17][CH2:16][CH2:15][CH2:14]2)[N:7]=1. Given the reactants [CH:1]1[NH:2][C:3]2[N:9]=[C:8]([NH2:10])[N:7]=[C:6]([Cl:11])[C:4]=2[N:5]=1.[CH3:12][N:13]1[CH2:17][CH2:16][CH2:15][CH2:14]1.CC(C)=O, predict the reaction product. (2) Given the reactants [CH3:1][S:2][CH2:3][C:4]1[CH:5]=[CH:6][CH:7]=[C:8]2[C:12]=1[NH:11][CH:10]=[C:9]2[CH:13]([C:20]1[CH:29]=[CH:28][C:27]2[C:22](=[CH:23][CH:24]=[CH:25][CH:26]=2)[CH:21]=1)[CH2:14][C:15](OCC)=[O:16].[H-].[Al+3].[Li+].[H-].[H-].[H-].Cl.C(OCC)(=O)C, predict the reaction product. The product is: [CH3:1][S:2][CH2:3][C:4]1[CH:5]=[CH:6][CH:7]=[C:8]2[C:12]=1[NH:11][CH:10]=[C:9]2[CH:13]([C:20]1[CH:29]=[CH:28][C:27]2[C:22](=[CH:23][CH:24]=[CH:25][CH:26]=2)[CH:21]=1)[CH2:14][CH2:15][OH:16]. (3) Given the reactants [CH2:1]([O:8][C:9]1[CH:10]=[C:11]([CH2:16][OH:17])[CH:12]=[CH:13][C:14]=1[I:15])[C:2]1[CH:7]=[CH:6][CH:5]=[CH:4][CH:3]=1, predict the reaction product. The product is: [CH2:1]([O:8][C:9]1[CH:10]=[C:11]([CH:12]=[CH:13][C:14]=1[I:15])[CH:16]=[O:17])[C:2]1[CH:3]=[CH:4][CH:5]=[CH:6][CH:7]=1.